From a dataset of KCNQ2 potassium channel screen with 302,405 compounds. Binary Classification. Given a drug SMILES string, predict its activity (active/inactive) in a high-throughput screening assay against a specified biological target. (1) The molecule is O(c1cc2c(NCCc3cc(OC)c(OC)cc3)c(cnc2cc1)C(OCC)=O)C. The result is 0 (inactive). (2) The molecule is Brc1sc(S(=O)(=O)CCC(=O)NC2CCCCCC2)cc1. The result is 0 (inactive). (3) The compound is S(c1nc(OCC(=O)n2nc(cc2C)C)cc(n1)C)C. The result is 0 (inactive). (4) The result is 0 (inactive). The drug is Brc1cc(c(OCC(=O)NNC(=O)CCC(=O)NCc2ccccc2)c(c1)C)C. (5) The compound is Brc1oc(C(=O)NC(=S)Nc2c(cccc2C)C)cc1. The result is 1 (active). (6) The molecule is Clc1c(OCCCCCN2CCOCC2)ccc(c1)C. The result is 0 (inactive).